This data is from Reaction yield outcomes from USPTO patents with 853,638 reactions. The task is: Predict the reaction yield, written as a fraction of the theoretical maximum amount of product (1.0 means a 100% yield; for example, 0.34 means a 34% yield). (1) The reactants are Cl[CH2:2][CH2:3][C:4]1[CH:9]=[CH:8][C:7]([N:10]2[C:14]3=[N:15][C:16]([CH3:20])=[CH:17][C:18]([CH3:19])=[C:13]3[N:12]=[C:11]2[CH2:21][CH3:22])=[CH:6][CH:5]=1.[N-:23]=[N+:24]=[N-:25].[Na+].O. The catalyst is CN(C=O)C. The product is [CH2:21]([C:11]1[N:10]([C:7]2[CH:8]=[CH:9][C:4]([CH2:3][CH2:2][N:23]=[N+:24]=[N-:25])=[CH:5][CH:6]=2)[C:14]2=[N:15][C:16]([CH3:20])=[CH:17][C:18]([CH3:19])=[C:13]2[N:12]=1)[CH3:22]. The yield is 0.850. (2) The reactants are [C:1]([C:3]1[CH:19]=[CH:18][C:6]([O:7][C:8]2[CH:9]=[CH:10][C:11]3[B:15]([OH:16])[O:14][CH2:13][C:12]=3[CH:17]=2)=[C:5]([CH:20]=O)[CH:4]=1)#[N:2].[NH:22]1[CH2:27][CH2:26][O:25][CH2:24][CH2:23]1.C(O)(=O)C.C([BH3-])#N. The catalyst is CO.O. The product is [OH:16][B:15]1[C:11]2[CH:10]=[CH:9][C:8]([O:7][C:6]3[CH:18]=[CH:19][C:3]([C:1]#[N:2])=[CH:4][C:5]=3[CH2:20][N:22]3[CH2:27][CH2:26][O:25][CH2:24][CH2:23]3)=[CH:17][C:12]=2[CH2:13][O:14]1. The yield is 0.800. (3) The reactants are [C:1]([C:3]([C:11]1[S:12][C:13]([C:16]#[N:17])=[CH:14][CH:15]=1)([CH:8]([CH3:10])[CH3:9])[CH2:4][CH2:5][CH2:6]O)#[N:2].C(N(CC)CC)C.S(Cl)(C)(=O)=O.[I].[Na].[C:32]([O:36][C:37]([NH:39][C@@H:40]1[CH2:44][CH2:43][NH:42][CH2:41]1)=[O:38])([CH3:35])([CH3:34])[CH3:33]. The catalyst is C(#N)C.[Cl-].[Na+].O. The product is [C:1]([C:3]([C:11]1[S:12][C:13]([C:16]#[N:17])=[CH:14][CH:15]=1)([CH:8]([CH3:10])[CH3:9])[CH2:4][CH2:5][CH2:6][N:42]1[CH2:43][CH2:44][C@@H:40]([NH:39][C:37]([O:36][C:32]([CH3:35])([CH3:34])[CH3:33])=[O:38])[CH2:41]1)#[N:2]. The yield is 0.920. (4) The reactants are [CH3:1][C:2](=[CH2:11])[CH:3]([C:5]1[CH:6]=[N:7][CH:8]=[CH:9][CH:10]=1)[OH:4].[CH2:12]([Zn]CC)C.ICI.[Cl-].[NH4+]. The catalyst is ClCCl.O. The product is [CH3:11][C:2]1([CH:3]([C:5]2[CH:6]=[N:7][CH:8]=[CH:9][CH:10]=2)[OH:4])[CH2:12][CH2:1]1. The yield is 0.780.